From a dataset of Catalyst prediction with 721,799 reactions and 888 catalyst types from USPTO. Predict which catalyst facilitates the given reaction. (1) Reactant: [CH:1]1([C:4]2[C:5]([O:15][C@@H:16]3[CH2:21][CH2:20][CH2:19][NH:18][CH2:17]3)=[CH:6][C:7]([F:14])=[C:8]([CH:13]=2)[C:9]([O:11][CH3:12])=[O:10])[CH2:3][CH2:2]1.FC(F)(F)S(O[CH2:28][C:29]1([C:33]([F:36])([F:35])[F:34])[CH2:32][CH2:31][CH2:30]1)(=O)=O.FF.C(=O)([O-])[O-].[K+].[K+]. Product: [CH:1]1([C:4]2[C:5]([O:15][C@@H:16]3[CH2:21][CH2:20][CH2:19][N:18]([CH2:28][C:29]4([C:33]([F:36])([F:35])[F:34])[CH2:32][CH2:31][CH2:30]4)[CH2:17]3)=[CH:6][C:7]([F:14])=[C:8]([CH:13]=2)[C:9]([O:11][CH3:12])=[O:10])[CH2:2][CH2:3]1. The catalyst class is: 244. (2) The catalyst class is: 3. Product: [CH3:17][O:16][C:4]1[CH:3]=[C:2]([B:21]2[O:22][C:23]([CH3:25])([CH3:24])[C:19]([CH3:35])([CH3:18])[O:20]2)[CH:7]=[CH:6][C:5]=1[NH:8][C:9](=[O:15])[O:10][C:11]([CH3:14])([CH3:13])[CH3:12]. Reactant: Br[C:2]1[CH:7]=[CH:6][C:5]([NH:8][C:9](=[O:15])[O:10][C:11]([CH3:14])([CH3:13])[CH3:12])=[C:4]([O:16][CH3:17])[CH:3]=1.[CH3:18][C:19]1([CH3:35])[C:23]([CH3:25])([CH3:24])[O:22][B:21]([B:21]2[O:22][C:23]([CH3:25])([CH3:24])[C:19]([CH3:35])([CH3:18])[O:20]2)[O:20]1.ClCCl.C([O-])(=O)C.[K+]. (3) Reactant: [CH3:1][N:2]([CH3:19])[C:3]([C@@H:5]1[CH2:10][CH2:9][CH2:8][CH2:7][N:6]1[C:11]([C:13]1[CH:18]=[CH:17][CH:16]=[CH:15][CH:14]=1)=O)=O.[H-].[H-].[H-].[H-].[Li+].[Al+3]. Product: [CH3:1][N:2]([CH3:19])[CH2:3][C@@H:5]1[CH2:10][CH2:9][CH2:8][CH2:7][N:6]1[CH2:11][C:13]1[CH:18]=[CH:17][CH:16]=[CH:15][CH:14]=1. The catalyst class is: 1. (4) Reactant: ClC(OCC)=O.[NH:7]([C:18]([O:20][C:21]([CH3:24])([CH3:23])[CH3:22])=[O:19])[C@H:8]([C:10]([NH:12][C@H:13]([C:15]([OH:17])=O)[CH3:14])=[O:11])[CH3:9].CCN(C(C)C)C(C)C.[NH2:34][CH2:35][C:36](=[C:38]1[CH2:43][CH2:42][CH2:41][N:40]([C:44]2[C:53]([O:54][CH3:55])=[C:52]3[C:47]([C:48](=[O:62])[C:49]([C:59]([OH:61])=[O:60])=[CH:50][N:51]3[CH:56]3[CH2:58][CH2:57]3)=[CH:46][C:45]=2[F:63])[CH2:39]1)[F:37]. Product: [C:21]([O:20][C:18]([NH:7][C@@H:8]([CH3:9])[C:10]([NH:12][C@@H:13]([CH3:14])[C:15]([NH:34][CH2:35][C:36](=[C:38]1[CH2:43][CH2:42][CH2:41][N:40]([C:44]2[C:53]([O:54][CH3:55])=[C:52]3[C:47]([C:48](=[O:62])[C:49]([C:59]([OH:61])=[O:60])=[CH:50][N:51]3[CH:56]3[CH2:58][CH2:57]3)=[CH:46][C:45]=2[F:63])[CH2:39]1)[F:37])=[O:17])=[O:11])=[O:19])([CH3:24])([CH3:23])[CH3:22]. The catalyst class is: 674. (5) Reactant: Br[CH2:2][C:3]1[C:11]([F:12])=[C:10]([C:13]2[CH:18]=[CH:17][CH:16]=[C:15]([Cl:19])[CH:14]=2)[C:6]2[N:7]=[CH:8][S:9][C:5]=2[CH:4]=1.C(N(C(C)C)CC)(C)C.[C:29]([NH:36][CH:37]1[CH2:42][CH2:41][NH:40][CH2:39][CH2:38]1)([O:31][C:32]([CH3:35])([CH3:34])[CH3:33])=[O:30]. Product: [C:32]([O:31][C:29](=[O:30])[NH:36][CH:37]1[CH2:42][CH2:41][N:40]([CH2:2][C:3]2[C:11]([F:12])=[C:10]([C:13]3[CH:18]=[CH:17][CH:16]=[C:15]([Cl:19])[CH:14]=3)[C:6]3[N:7]=[CH:8][S:9][C:5]=3[CH:4]=2)[CH2:39][CH2:38]1)([CH3:35])([CH3:33])[CH3:34]. The catalyst class is: 2. (6) Reactant: C([O-])([O-])=O.[Cs+].[Cs+].[CH3:7][C:8]1([CH3:15])[CH2:13][O:12]S(=O)[O:10][CH2:9]1.[Br:16][C:17]1[C:22]([CH3:23])=[CH:21][C:20](O)=[CH:19][C:18]=1[CH3:25]. Product: [Br:16][C:17]1[C:22]([CH3:23])=[CH:21][C:20]([O:10][CH2:9][C:8]([CH3:15])([CH3:7])[CH2:13][OH:12])=[CH:19][C:18]=1[CH3:25]. The catalyst class is: 9. (7) Reactant: Cl.[CH3:2][N:3]1[CH:7]=[C:6]([NH2:8])[N:5]=[CH:4]1.[Cl:9][C:10]1[N:11]=[C:12](Cl)[C:13]2[CH:18]=[CH:17][N:16]([S:19]([C:22]3[CH:27]=[CH:26][C:25]([CH3:28])=[CH:24][CH:23]=3)(=[O:21])=[O:20])[C:14]=2[N:15]=1.CCN(C(C)C)C(C)C. Product: [Cl:9][C:10]1[N:11]=[C:12]([NH:8][C:6]2[N:5]=[CH:4][N:3]([CH3:2])[CH:7]=2)[C:13]2[CH:18]=[CH:17][N:16]([S:19]([C:22]3[CH:27]=[CH:26][C:25]([CH3:28])=[CH:24][CH:23]=3)(=[O:20])=[O:21])[C:14]=2[N:15]=1. The catalyst class is: 8.